This data is from Experimentally validated miRNA-target interactions with 360,000+ pairs, plus equal number of negative samples. The task is: Binary Classification. Given a miRNA mature sequence and a target amino acid sequence, predict their likelihood of interaction. (1) The miRNA is mmu-miR-509-5p with sequence UACUCCAGAAUGUGGCAAUCAU. The protein sequence of the target gene is MNCQQLWLGFLLPMTVSGRVLGLAEVAPVDYLSQYGYLQKPLEGSNNFKPEDITEALRAFQEASELPVSGQLDDATRARMRQPRCGLEDPFNQKTLKYLLLGRWRKKHLTFRILNLPSTLPPHTARAALRQAFQDWSNVAPLTFQEVQAGAADIRLSFHGRQSSYCSNTFDGPGRVLAHADIPELGSVHFDEDEFWTEGTYRGVNLRIIAAHEVGHALGLGHSRYSQALMAPVYEGYRPHFKLHPDDVAGIQALYGKKSPVIRDEEEEETELPTVPPVPTEPSPMPDPCSSELDAMMLGP.... Result: 0 (no interaction). (2) The miRNA is mmu-miR-3082-5p with sequence GACAGAGUGUGUGUGUCUGUGU. The protein sequence of the target gene is MPLLTQYNEEEYEQYCLVASLDNVRNLSTVLKAIHFREHATCFATKNGIKVTVENAKCVQANAFIQADVFQEFVIQEESVTFRINLTILLDCLSIFGSSPTPGTLTALRMCYQGYGHPLMLFLEEGGVVTVCKITTQEPEETLDFDFCSTNVMNKIILQSEGLREAFSELDMTGDVLQITVSPDKPYFRLSTFGNAGNSHLDYPKDSDLVEAFHCDKTQVNRYKLSLLKPSTKALALSCKVSIRTDNRGFLSLQYMIRNEDGQICFVEYYCCPDEEVPES. Result: 1 (interaction). (3) The miRNA is hsa-miR-4536-5p with sequence UGUGGUAGAUAUAUGCACGAU. The protein sequence of the target gene is MELMFAEWEDGERFSFEDSDRFEEDSLCSFISEAESLCQNWRGWRKQSAGPNSPTGGGGGGGSGGTRMRDGLVIPLVELSAKQVAFHIPFEVVEKVYPPVPEQLQLRIAFWSFPENEEDIRLYSCLANGSADEFQRGDQLFRMRAVKDPLQIGFHLSATVVPPQMVPPKGAYNVAVMFDRCRVTSCSCTCGAGAKWCTHVVALCLFRIHNASAVCLRAPVSESLSRLQRDQLQKFAQYLISELPQQILPTAQRLLDELLSSQSTAINTVCGAPDPTAGPSASDQSTWYLDESTLTDNIKK.... Result: 0 (no interaction). (4) Result: 1 (interaction). The miRNA is hsa-miR-4645-3p with sequence AGACAGUAGUUCUUGCCUGGUU. The protein sequence of the target gene is MKGTCVIAWLFSSLGLWRLAHPEAQGTTQCQRTEHPVISYKEIGPWLREFRAKNAVDFSQLTFDPGQKELVVGARNYLFRLQLEDLSLIQAVEWECDEATKKACYSKGKSKEECQNYIRVLLVGGDRLFTCGTNAFTPVCTNRSLSNLTEIHDQISGMARCPYSPQHNSTALLTAGGELYAATAMDFPGRDPAIYRSLGILPPLRTAQYNSKWLNEPNFVSSYDIGNFTYFFFRENAVEHDCGKTVFSRAARVCKNDIGGRFLLEDTWTTFMKARLNCSRPGEVPFYYNELQSTFFLPEL.... (5) Result: 0 (no interaction). The protein sequence of the target gene is MSISLSSLIFLPIWINMAQMQQGGSNETEQTAALKDLLSRIDLDELMKKDEPPFDFPDTLEGFEYAFNEKGQLRHIKTGEPFVFNYREDLHRWNQKRYEALGEIITRYVYELLESDCNLKKISIPVDATESEPKSFIFMSEDALTNPQKLMVLIHGSGVVRAGQWARRLIINEDLDSGTQIPFIKRAMDEGYGVIVLNPNENYIEVEKQKMHKQSSSSDGTDEPAGKRERRDKVSKETKKRRDFYEKYRNPQKEKEMMQLFIRENGSPEEHAVYVWDHFIAQAAAENVFFVAHSYGGLAF.... The miRNA is hsa-miR-4526 with sequence GCUGACAGCAGGGCUGGCCGCU. (6) The miRNA is hsa-miR-1298-5p with sequence UUCAUUCGGCUGUCCAGAUGUA. The protein sequence of the target gene is MVKETTYYDVLGVKPNATQEELKKAYRKLALKYHPDKNPNEGEKFKQISQAYEVLSDAKKRELYDKGGEQAIKEGGAGGGFGSPMDIFDMFFGGGGRMQRERRGKNVVHQLSVTLEDLYNGATRKLALQKNVICDKCEGRGGKKGAVECCPNCRGTGMQIRIHQIGPGMVQQIQSVCMECQGHGERISPKDRCKSCNGRKIVREKKILEVHIDKGMKDGQKITFHGEGDQEPGLEPGDIIIVLDQKDHAVFTRRGEDLFMCMDIQLVEALCGFQKPISTLDNRTIVITSHPGQIVKHGDI.... Result: 0 (no interaction). (7) The miRNA is mmu-miR-3075-5p with sequence UGUCUGGGAGCAGCCAAGGAC. The protein sequence of the target gene is MWNPNAGQPGPNPYPPNIGCPGGSNPAHPPPINPPFPPGPCPPPPGAPHGNPAFPPGGPPHPVPQPGYPGCQPLGPYPPPYPPPAPGIPPVNPLAPGMVGPAVIVDKKMQKKMKKAHKKMHKHQKHHKYHKHGKHSSSSSSSSSSDSD. Result: 0 (no interaction).